This data is from Reaction yield outcomes from USPTO patents with 853,638 reactions. The task is: Predict the reaction yield, written as a fraction of the theoretical maximum amount of product (1.0 means a 100% yield; for example, 0.34 means a 34% yield). The reactants are [Br:1][C:2]1[CH:3]=[C:4](B(O)O)[CH:5]=[C:6]([Br:8])[CH:7]=1.I[C:13]1[CH:18]=[CH:17][CH:16]=[CH:15][C:14]=1[C:19]1[CH:24]=[CH:23][CH:22]=[CH:21][CH:20]=1. The catalyst is C1C=CC([P]([Pd]([P](C2C=CC=CC=2)(C2C=CC=CC=2)C2C=CC=CC=2)([P](C2C=CC=CC=2)(C2C=CC=CC=2)C2C=CC=CC=2)[P](C2C=CC=CC=2)(C2C=CC=CC=2)C2C=CC=CC=2)(C2C=CC=CC=2)C2C=CC=CC=2)=CC=1. The product is [Br:1][C:2]1[CH:3]=[C:4]([C:24]2[C:19]([C:14]3[CH:13]=[CH:18][CH:17]=[CH:16][CH:15]=3)=[CH:20][CH:21]=[CH:22][CH:23]=2)[CH:5]=[C:6]([Br:8])[CH:7]=1. The yield is 0.830.